Dataset: Full USPTO retrosynthesis dataset with 1.9M reactions from patents (1976-2016). Task: Predict the reactants needed to synthesize the given product. (1) Given the product [F:3][C:4]1[CH:9]=[CH:8][CH:7]=[CH:6][C:5]=1[O:10][C:12]1[N:13]=[CH:14][C:15]2[N:20]=[C:19]([C:21]3[CH:22]=[C:23]([CH3:30])[C:24]([O:28][CH3:29])=[C:25]([CH3:27])[CH:26]=3)[O:18][C:16]=2[N:17]=1, predict the reactants needed to synthesize it. The reactants are: [H-].[Na+].[F:3][C:4]1[CH:9]=[CH:8][CH:7]=[CH:6][C:5]=1[OH:10].Cl[C:12]1[N:13]=[CH:14][C:15]2[N:20]=[C:19]([C:21]3[CH:26]=[C:25]([CH3:27])[C:24]([O:28][CH3:29])=[C:23]([CH3:30])[CH:22]=3)[O:18][C:16]=2[N:17]=1. (2) Given the product [F:9][CH2:8][C:7]1[C:2]([O:28][C:25]2[CH:26]=[C:27]3[C:22](=[CH:23][CH:24]=2)[N:21]=[CH:20][N:19]=[C:18]3[NH:10][C:11]2[CH:15]=[CH:14][N:13]([CH3:16])[N:12]=2)=[N:3][CH:4]=[CH:5][CH:6]=1, predict the reactants needed to synthesize it. The reactants are: Cl[C:2]1[C:7]([CH2:8][F:9])=[CH:6][CH:5]=[CH:4][N:3]=1.[NH2:10][C:11]1[CH:15]=[CH:14][N:13]([CH3:16])[N:12]=1.Cl[C:18]1[C:27]2[C:22](=[CH:23][CH:24]=[C:25]([OH:28])[CH:26]=2)[N:21]=[CH:20][N:19]=1. (3) Given the product [F:1][C:2]1[CH:7]=[CH:6][C:5]([C:8]2[C:17]3[C:12](=[CH:13][C:14]([S:18]([C:19]4[S:20][C:21]([C@:24]([OH:31])([C:27]([F:29])([F:30])[F:28])[CH2:25][CH3:26])=[CH:22][N:23]=4)=[O:43])=[CH:15][CH:16]=3)[O:11][C:10](=[O:32])[CH:9]=2)=[CH:4][CH:3]=1, predict the reactants needed to synthesize it. The reactants are: [F:1][C:2]1[CH:7]=[CH:6][C:5]([C:8]2[C:17]3[C:12](=[CH:13][C:14]([S:18][C:19]4[S:20][C:21]([C@:24]([OH:31])([C:27]([F:30])([F:29])[F:28])[CH2:25][CH3:26])=[CH:22][N:23]=4)=[CH:15][CH:16]=3)[O:11][C:10](=[O:32])[CH:9]=2)=[CH:4][CH:3]=1.O.O.O.O.O.O.C(O[O-])(=O)C1C(=CC=CC=1)C([O-])=[O:43].[Mg+2]. (4) Given the product [F:25][C:20]1[CH:21]=[C:22]([F:24])[CH:23]=[C:2]([F:1])[C:3]=1[C:4]([NH:6][C:7]1[CH:12]=[CH:11][CH:10]=[C:9]([O:13][CH:14]2[CH2:15][CH2:16][N:17]([CH2:26][CH2:27][CH3:28])[CH2:18][CH2:19]2)[N:8]=1)=[O:5], predict the reactants needed to synthesize it. The reactants are: [F:1][C:2]1[CH:23]=[C:22]([F:24])[CH:21]=[C:20]([F:25])[C:3]=1[C:4]([NH:6][C:7]1[CH:12]=[CH:11][CH:10]=[C:9]([O:13][CH:14]2[CH2:19][CH2:18][NH:17][CH2:16][CH2:15]2)[N:8]=1)=[O:5].[CH:26](=O)[CH2:27][CH3:28].C(O)(=O)C. (5) The reactants are: [CH3:1][C:2]1[CH:10]=[C:9]([CH3:11])[CH:8]=[C:7]([CH3:12])[C:3]=1[C:4]([OH:6])=O.[CH3:13][CH:14]([NH2:19])[C:15]([CH3:18])([CH3:17])[CH3:16]. Given the product [CH3:12][C:7]1[CH:8]=[C:9]([CH3:11])[CH:10]=[C:2]([CH3:1])[C:3]=1[C:4]([NH:19][CH:14]([CH3:13])[C:15]([CH3:18])([CH3:17])[CH3:16])=[O:6], predict the reactants needed to synthesize it.